This data is from Reaction yield outcomes from USPTO patents with 853,638 reactions. The task is: Predict the reaction yield, written as a fraction of the theoretical maximum amount of product (1.0 means a 100% yield; for example, 0.34 means a 34% yield). (1) The reactants are C1(C(F)(F)F)C=CC=CC=1.[F:11][C:12]([N:17]1[CH:21]=[CH:20][N:19]=[CH:18]1)(F)[CH:13]([F:15])[F:14]. The catalyst is O. The product is [F:11][C:12]([N:17]1[CH:21]=[CH:20][N:19]=[CH:18]1)=[C:13]([F:15])[F:14]. The yield is 0.410. (2) The reactants are C([N:8]1[CH2:13][CH2:12][C:11]([C:15]2[CH:20]=[CH:19][CH:18]=[CH:17][C:16]=2[Cl:21])([CH3:14])[CH2:10][CH2:9]1)C1C=CC=CC=1.ClC(OC(Cl)C)=O. The catalyst is ClCCCl. The product is [Cl:21][C:16]1[CH:17]=[CH:18][CH:19]=[CH:20][C:15]=1[C:11]1([CH3:14])[CH2:10][CH2:9][NH:8][CH2:13][CH2:12]1. The yield is 0.720. (3) The reactants are [O:1]=[C:2]1[CH2:9][C:6]([CH3:8])([CH3:7])[CH2:5][C:4]([CH3:10])=[CH:3]1. The catalyst is CCOCC. The product is [CH3:7][C:6]1([CH3:8])[CH2:5][C@@H:4]([CH3:10])[CH2:3][C:2](=[O:1])[CH2:9]1. The yield is 0.650. (4) The reactants are C(OC([N:8]1[CH2:12][CH2:11][CH2:10][C@@H:9]1[CH2:13][NH:14][C:15]1[N:20]=[C:19]([C:21](OCC)=[O:22])[C:18]([N+:26]([O-])=O)=[C:17]([NH:29][C:30]2[CH:35]=[CH:34][CH:33]=[CH:32][C:31]=2[O:36][CH3:37])[N:16]=1)=O)(C)(C)C.ClC1N=C([C:45](OCC)=[O:46])C([N+]([O-])=O)=C(NC2C=CC=CC=2OC)N=1.C([N:69]1CCCC1CN)(OC(C)(C)C)=O.C(N(C(C)C)CC)(C)C. The catalyst is CN(C)C=O. The product is [CH3:37][O:36][C:31]1[CH:32]=[CH:33][CH:34]=[CH:35][C:30]=1[N:29]1[C:45](=[O:46])[NH:26][C:18]2[C:17]1=[N:16][C:15]([NH:14][CH2:13][C@H:9]1[CH2:10][CH2:11][CH2:12][NH:8]1)=[N:20][C:19]=2[C:21]([NH2:69])=[O:22]. The yield is 0.970. (5) The reactants are [O:1]1CCO[C:2]21[CH2:21][C:10]1[CH:11]=[C:12]3[C:16](=[CH:17][C:9]=1[CH2:8][CH2:7][CH2:6]2)[N:15]([C:18](=[O:20])[CH3:19])[N:14]=[CH:13]3.[Li+].[OH-]. The catalyst is FC1C=CC(N2C3C(=CC=C(CCCC(O)=O)C=3)C=N2)=CC=1.C1COCC1.O. The product is [C:18]([N:15]1[C:16]2[C:12](=[CH:11][C:10]3[CH2:21][C:2](=[O:1])[CH2:6][CH2:7][CH2:8][C:9]=3[CH:17]=2)[CH:13]=[N:14]1)(=[O:20])[CH3:19]. The yield is 0.590. (6) The reactants are [CH3:1][O:2][C:3]([C:5]1([NH:15][C:16]([O:18][C:19]([CH3:22])([CH3:21])[CH3:20])=[O:17])[CH2:7][CH:6]1[CH2:8][CH2:9]OS(C)(=O)=O)=[O:4].[CH3:23][S-:24].[Na+]. The catalyst is CO. The product is [CH3:1][O:2][C:3]([C:5]1([NH:15][C:16]([O:18][C:19]([CH3:20])([CH3:21])[CH3:22])=[O:17])[CH2:7][CH:6]1[CH2:8][CH2:9][S:24][CH3:23])=[O:4]. The yield is 0.790.